This data is from TCR-epitope binding with 47,182 pairs between 192 epitopes and 23,139 TCRs. The task is: Binary Classification. Given a T-cell receptor sequence (or CDR3 region) and an epitope sequence, predict whether binding occurs between them. (1) The epitope is RAKFKQLL. The TCR CDR3 sequence is CASSPQWANTGELFF. Result: 1 (the TCR binds to the epitope). (2) The epitope is EPLPQGQLTAY. The TCR CDR3 sequence is CSATSRDGDNEQFF. Result: 0 (the TCR does not bind to the epitope). (3) The epitope is NLNESLIDL. The TCR CDR3 sequence is CSVGGHERGSGANVLTF. Result: 1 (the TCR binds to the epitope). (4) The epitope is AYAQKIFKI. The TCR CDR3 sequence is CASSPVTGGGSGANVLTF. Result: 1 (the TCR binds to the epitope). (5) The epitope is DPFRLLQNSQVFS. The TCR CDR3 sequence is CASSYSRGLAGDTQYF. Result: 1 (the TCR binds to the epitope). (6) The epitope is FLPRVFSAV. Result: 1 (the TCR binds to the epitope). The TCR CDR3 sequence is CATQDLFTDTQYF. (7) Result: 0 (the TCR does not bind to the epitope). The epitope is HPKVSSEVHI. The TCR CDR3 sequence is CASSPTRGETQYF.